From a dataset of Forward reaction prediction with 1.9M reactions from USPTO patents (1976-2016). Predict the product of the given reaction. (1) Given the reactants [Cl:1][C:2]1[CH:7]=[CH:6][CH:5]=[CH:4][C:3]=1[C:8]1[C:9]2[CH:19]=[CH:18][C:17](=[O:20])[N:16]([CH:21]([CH2:24][CH3:25])[CH2:22][CH3:23])[C:10]=2[N:11]=[C:12](SC)[N:13]=1.[NH2:26][CH2:27][CH2:28][NH2:29], predict the reaction product. The product is: [NH2:26][CH2:27][CH2:28][NH:29][C:12]1[N:13]=[C:8]([C:3]2[CH:4]=[CH:5][CH:6]=[CH:7][C:2]=2[Cl:1])[C:9]2[CH:19]=[CH:18][C:17](=[O:20])[N:16]([CH:21]([CH2:24][CH3:25])[CH2:22][CH3:23])[C:10]=2[N:11]=1. (2) Given the reactants [CH2:1]([O:3][P:4]([O:7][CH2:8][CH2:9][C:10]1[CH:22]=[CH:21][C:13]([C:14]([O:16]C(C)(C)C)=[O:15])=[CH:12][CH:11]=1)([CH3:6])=[O:5])[CH3:2].C(O)(C(F)(F)F)=O, predict the reaction product. The product is: [CH2:1]([O:3][P:4]([O:7][CH2:8][CH2:9][C:10]1[CH:11]=[CH:12][C:13]([C:14]([OH:16])=[O:15])=[CH:21][CH:22]=1)([CH3:6])=[O:5])[CH3:2]. (3) The product is: [Br:1][C:2]1[CH:3]=[N:4][CH:5]=[C:6](/[CH:7]=[CH:17]/[N+:18]([O-:20])=[O:19])[CH:9]=1. Given the reactants [Br:1][C:2]1[CH:3]=[N:4][CH:5]=[C:6]([CH:9]=1)[CH:7]=O.CCN(CC)CC.[CH3:17][N+:18]([O-:20])=[O:19].C(OC(=O)C)(=O)C, predict the reaction product.